From a dataset of Full USPTO retrosynthesis dataset with 1.9M reactions from patents (1976-2016). Predict the reactants needed to synthesize the given product. (1) Given the product [F:27][C:24]1[CH:25]=[CH:26][C:21]([CH2:20][C:19]2[C:3]3[C:4](=[O:18])[N:5]([C:12]4[CH:17]=[CH:16][CH:15]=[CH:14][CH:13]=4)[C:6]4[N:7]=[CH:8][CH:9]=[CH:10][C:11]=4[C:2]=3[NH:31][N:30]=2)=[CH:22][CH:23]=1, predict the reactants needed to synthesize it. The reactants are: O[C:2]1[C:11]2[C:6](=[N:7][CH:8]=[CH:9][CH:10]=2)[N:5]([C:12]2[CH:17]=[CH:16][CH:15]=[CH:14][CH:13]=2)[C:4](=[O:18])[C:3]=1[C:19](=O)[CH2:20][C:21]1[CH:26]=[CH:25][C:24]([F:27])=[CH:23][CH:22]=1.O.[NH2:30][NH2:31].O. (2) Given the product [CH3:1][C:2]1[N:7]([C:8]2[CH:13]=[CH:12][CH:11]=[C:10]([C:14]([F:16])([F:17])[F:15])[CH:9]=2)[C:6](=[O:18])[C:5]([C:19]([NH:75][CH2:74][C:73]2[CH:72]=[CH:71][C:70]([S:67]([CH3:66])(=[O:69])=[O:68])=[CH:77][CH:76]=2)=[O:21])=[CH:4][CH:3]=1, predict the reactants needed to synthesize it. The reactants are: [CH3:1][C:2]1[N:7]([C:8]2[CH:13]=[CH:12][CH:11]=[C:10]([C:14]([F:17])([F:16])[F:15])[CH:9]=2)[C:6](=[O:18])[C:5]([C:19]([OH:21])=O)=[CH:4][CH:3]=1.CN(C(ON1N=NC2C=CC=NC1=2)=[N+](C)C)C.F[P-](F)(F)(F)(F)F.C1C=NC2N(O)N=NC=2C=1.CCN(C(C)C)C(C)C.Cl.[CH3:66][S:67]([C:70]1[CH:77]=[CH:76][C:73]([CH2:74][NH2:75])=[CH:72][CH:71]=1)(=[O:69])=[O:68].C(O)(=O)CC(CC(O)=O)(C(O)=O)O. (3) Given the product [C:2]1([C:13]2[CH:18]=[CH:17][CH:16]=[CH:15][CH:14]=2)[CH:7]=[CH:6][CH:5]=[CH:4][CH:3]=1, predict the reactants needed to synthesize it. The reactants are: I[C:2]1[CH:7]=[CH:6][CH:5]=[CH:4][CH:3]=1.C([Sn](CCCC)(CCCC)[C:13]1[CH:18]=[CH:17][CH:16]=[CH:15][CH:14]=1)CCC.